This data is from Forward reaction prediction with 1.9M reactions from USPTO patents (1976-2016). The task is: Predict the product of the given reaction. Given the reactants [F:1][C:2]1[CH:7]=[C:6]([CH2:8][C:9](=[O:13])[CH:10]([CH3:12])[CH3:11])[CH:5]=[CH:4][N:3]=1.CO[CH:16](OC)[N:17]([CH3:19])[CH3:18], predict the reaction product. The product is: [CH3:16][N:17]([CH3:19])[CH:18]=[C:8]([C:6]1[CH:5]=[CH:4][N:3]=[C:2]([F:1])[CH:7]=1)[C:9](=[O:13])[CH:10]([CH3:11])[CH3:12].